Dataset: Full USPTO retrosynthesis dataset with 1.9M reactions from patents (1976-2016). Task: Predict the reactants needed to synthesize the given product. The reactants are: FC(F)(F)C1C(CC2C=CC(N)=CC=2)=CC=CN=1.FC(F)(F)[C:21]1[CH:26]=[C:25]([CH2:27][C:28]2[CH:33]=[CH:32][C:31]([NH2:34])=[CH:30][CH:29]=2)[CH:24]=[CH:23][N:22]=1.C(OC(=O)CC1C=CC([N+]([O-])=O)=CC=1)C.[Cl:52]C1C=C([N+]([O-])=O)C=CN=1. Given the product [Cl:52][C:21]1[CH:26]=[C:25]([CH2:27][C:28]2[CH:33]=[CH:32][C:31]([NH2:34])=[CH:30][CH:29]=2)[CH:24]=[CH:23][N:22]=1, predict the reactants needed to synthesize it.